This data is from Reaction yield outcomes from USPTO patents with 853,638 reactions. The task is: Predict the reaction yield, written as a fraction of the theoretical maximum amount of product (1.0 means a 100% yield; for example, 0.34 means a 34% yield). (1) The reactants are [OH:1][CH:2]1[CH:9]2[CH2:10][C:5]3([C:12]([O:14][CH3:15])=[O:13])[CH2:6][CH:7]([CH2:11][CH:3]1[CH2:4]3)[CH2:8]2.N1C=CC=CC=1.[Cl:22][C:23](Cl)([O:25]C(=O)OC(Cl)(Cl)Cl)Cl. The yield is 0.910. The catalyst is C(Cl)Cl. The product is [Cl:22][C:23]([O:1][CH:2]1[CH:9]2[CH2:10][C:5]3([C:12]([O:14][CH3:15])=[O:13])[CH2:6][CH:7]([CH2:11][CH:3]1[CH2:4]3)[CH2:8]2)=[O:25]. (2) The reactants are [Br:1][C:2]1[CH:7]=[CH:6][C:5]([C@@H:8]([NH2:10])[CH3:9])=[CH:4][CH:3]=1.[C:11]([O-])(O)=[O:12].[Na+].ClC(Cl)(OC(=O)OC(Cl)(Cl)Cl)Cl. The catalyst is C(Cl)Cl. The product is [Br:1][C:2]1[CH:7]=[CH:6][C:5]([CH:8]([N:10]=[C:11]=[O:12])[CH3:9])=[CH:4][CH:3]=1. The yield is 0.630. (3) The reactants are [NH2:1][C@H:2]1[C:11]2[C:6](=[CH:7][CH:8]=[C:9]([C:12]3[CH:13]=[N:14][C:15]([C:18]([N:20]4[CH2:25][CH2:24][O:23][CH2:22][CH2:21]4)=[O:19])=[CH:16][CH:17]=3)[CH:10]=2)[N:5]([C:26](=[O:28])[CH3:27])[C@@H:4]([CH3:29])[CH2:3]1.Cl[C:31]1[CH:36]=[N:35][CH:34]=[CH:33][N:32]=1.C1(P(C2CCCCC2)C2C=CC=CC=2C2C(N(C)C)=CC=CC=2)CCCCC1.CC(C)([O-])C.[Na+]. The catalyst is O1CCOCC1.C1C=CC(/C=C/C(/C=C/C2C=CC=CC=2)=O)=CC=1.C1C=CC(/C=C/C(/C=C/C2C=CC=CC=2)=O)=CC=1.C1C=CC(/C=C/C(/C=C/C2C=CC=CC=2)=O)=CC=1.[Pd].[Pd]. The product is [CH3:29][C@H:4]1[CH2:3][C@@H:2]([NH:1][C:31]2[CH:36]=[N:35][CH:34]=[CH:33][N:32]=2)[C:11]2[C:6](=[CH:7][CH:8]=[C:9]([C:12]3[CH:13]=[N:14][C:15]([C:18]([N:20]4[CH2:25][CH2:24][O:23][CH2:22][CH2:21]4)=[O:19])=[CH:16][CH:17]=3)[CH:10]=2)[N:5]1[C:26](=[O:28])[CH3:27]. The yield is 0.520. (4) The reactants are [Cl:1][C:2]1[CH:7]=[CH:6][C:5](I)=[CH:4][C:3]=1[Cl:9].C([Li])CCC.C[O:16][C:17]1[CH2:21][CH2:20][C:19](=O)[CH:18]=1. The catalyst is C1COCC1. The product is [Cl:9][C:3]1[CH:4]=[C:5]([C:19]2[CH2:20][CH2:21][C:17](=[O:16])[CH:18]=2)[CH:6]=[CH:7][C:2]=1[Cl:1]. The yield is 0.360. (5) The yield is 0.850. The reactants are [F:1][C:2]1[CH:7]=[C:6]([F:8])[CH:5]=[CH:4][C:3]=1[NH2:9].N1C=CC=CC=1.Cl[C:17]([O:19][CH2:20][C:21]1[CH:26]=[CH:25][CH:24]=[CH:23][CH:22]=1)=[O:18]. The catalyst is ClCCl. The product is [CH2:20]([O:19][C:17](=[O:18])[NH:9][C:3]1[CH:4]=[CH:5][C:6]([F:8])=[CH:7][C:2]=1[F:1])[C:21]1[CH:26]=[CH:25][CH:24]=[CH:23][CH:22]=1.